Dataset: Full USPTO retrosynthesis dataset with 1.9M reactions from patents (1976-2016). Task: Predict the reactants needed to synthesize the given product. (1) Given the product [OH:1][C:2]1[CH:9]=[CH:8][C:5]([C:6]#[N:12])=[CH:4][C:3]=1[I:10], predict the reactants needed to synthesize it. The reactants are: [OH:1][C:2]1[CH:9]=[CH:8][C:5]([CH:6]=O)=[CH:4][C:3]=1[I:10].Cl.[NH2:12]O.S([O-])([O-])(=O)=O.[Mg+2].O.C1(C)C=CC(S(O)(=O)=O)=CC=1. (2) The reactants are: Cl.Cl.[F:3][C:4]1[CH:5]=[CH:6][C:7]([O:28][CH2:29][C:30]2[CH:35]=[CH:34][C:33]([CH2:36][CH2:37][C:38]3[CH:43]=[CH:42][C:41]([C:44]([F:47])([F:46])[F:45])=[CH:40][CH:39]=3)=[CH:32][CH:31]=2)=[C:8]([CH2:10][CH2:11][NH:12][CH:13]2[CH2:22][CH2:21][CH2:20][C:19]3[N:18]=[C:17]([C:23]([O:25][CH2:26][CH3:27])=[O:24])[CH:16]=[CH:15][C:14]2=3)[CH:9]=1.C(N(CC)CC)C.C(OCC)(=O)C.O. Given the product [F:3][C:4]1[CH:5]=[CH:6][C:7]([O:28][CH2:29][C:30]2[CH:35]=[CH:34][C:33]([CH2:36][CH2:37][C:38]3[CH:39]=[CH:40][C:41]([C:44]([F:47])([F:45])[F:46])=[CH:42][CH:43]=3)=[CH:32][CH:31]=2)=[C:8]([CH2:10][CH2:11][NH:12][CH:13]2[CH2:22][CH2:21][CH2:20][C:19]3[N:18]=[C:17]([C:23]([O:25][CH2:26][CH3:27])=[O:24])[CH:16]=[CH:15][C:14]2=3)[CH:9]=1, predict the reactants needed to synthesize it.